This data is from Forward reaction prediction with 1.9M reactions from USPTO patents (1976-2016). The task is: Predict the product of the given reaction. (1) Given the reactants C([O:5][N:6]=[C:7]1[C:16]2[C:11](=[CH:12][CH:13]=[C:14]([O:17][CH2:18][CH2:19][Cl:20])[CH:15]=2)[O:10][C:9]([C:21]2[N:26]=[CH:25][N:24]3[CH:27]=[CH:28][CH:29]=[C:23]3[CH:22]=2)=[CH:8]1)(C)(C)C.[CH3:30][O:31][CH2:32][CH2:33][NH:34][CH2:35][CH2:36][O:37][CH3:38], predict the reaction product. The product is: [ClH:20].[CH3:30][O:31][CH2:32][CH2:33][N:34]([CH2:35][CH2:36][O:37][CH3:38])[CH2:19][CH2:18][O:17][C:14]1[CH:15]=[C:16]2[C:11](=[CH:12][CH:13]=1)[O:10][C:9]([C:21]1[N:26]=[CH:25][N:24]3[CH:27]=[CH:28][CH:29]=[C:23]3[CH:22]=1)=[CH:8][C:7]2=[N:6][OH:5]. (2) Given the reactants Br[C:2]1[C:3]([C@@H:10]([NH:20][C:21](=[O:38])[CH2:22][N:23]2[C:27]3[C:28]([F:33])([F:32])[C@@H:29]4[CH2:31][C@@H:30]4[C:26]=3[C:25]([C:34]([F:37])([F:36])[F:35])=[N:24]2)[CH2:11][C:12]2[CH:17]=[C:16]([F:18])[CH:15]=[C:14]([F:19])[CH:13]=2)=[N:4][C:5]([S:8][CH3:9])=[N:6][CH:7]=1.[C:39]([C:42]1[CH:43]=[C:44](B(O)O)[CH:45]=[CH:46][C:47]=1[F:48])(=[O:41])[NH2:40].C(=O)(O)[O-].[Na+], predict the reaction product. The product is: [F:33][C:28]1([F:32])[C:27]2[N:23]([CH2:22][C:21]([NH:20][C@H:10]([C:3]3[C:2]([C:44]4[CH:45]=[CH:46][C:47]([F:48])=[C:42]([CH:43]=4)[C:39]([NH2:40])=[O:41])=[CH:7][N:6]=[C:5]([S:8][CH3:9])[N:4]=3)[CH2:11][C:12]3[CH:13]=[C:14]([F:19])[CH:15]=[C:16]([F:18])[CH:17]=3)=[O:38])[N:24]=[C:25]([C:34]([F:37])([F:36])[F:35])[C:26]=2[C@H:30]2[CH2:31][C@@H:29]12. (3) Given the reactants [CH3:1][O:2][C:3](=[O:15])[C@H:4]([NH:7][C:8]([O:10][C:11]([CH3:14])([CH3:13])[CH3:12])=[O:9])[CH2:5][OH:6].N1C=CN=C1.[Si:21](Cl)([C:34]([CH3:37])([CH3:36])[CH3:35])([C:28]1[CH:33]=[CH:32][CH:31]=[CH:30][CH:29]=1)[C:22]1[CH:27]=[CH:26][CH:25]=[CH:24][CH:23]=1, predict the reaction product. The product is: [CH3:1][O:2][C:3](=[O:15])[C@H:4]([NH:7][C:8]([O:10][C:11]([CH3:12])([CH3:14])[CH3:13])=[O:9])[CH2:5][O:6][Si:21]([C:34]([CH3:37])([CH3:36])[CH3:35])([C:28]1[CH:29]=[CH:30][CH:31]=[CH:32][CH:33]=1)[C:22]1[CH:27]=[CH:26][CH:25]=[CH:24][CH:23]=1. (4) Given the reactants [C:1](=[O:9])([O:3][C:4]([CH3:8])([CH3:7])[CH2:5]O)[NH2:2].[CH2:10]([O:17][CH2:18][CH2:19]Br)[C:11]1[CH:16]=[CH:15][CH:14]=[CH:13][CH:12]=1.[OH-:21].[Na+], predict the reaction product. The product is: [CH2:10]([O:17][CH2:18][CH2:19][O:21][CH2:5][C:4]([NH:2][C:1](=[O:9])[O:3][C:4]([CH3:5])([CH3:7])[CH3:8])([CH3:8])[CH3:7])[C:11]1[CH:16]=[CH:15][CH:14]=[CH:13][CH:12]=1. (5) Given the reactants C[O:2][C:3]1[C:11]([O:12]C)=[C:10]([O:14][CH3:15])[CH:9]=[CH:8][C:4]=1[C:5]([OH:7])=[O:6].I.[OH-].[Na+], predict the reaction product. The product is: [OH:2][C:3]1[C:11]([OH:12])=[C:10]([O:14][CH3:15])[CH:9]=[CH:8][C:4]=1[C:5]([OH:7])=[O:6]. (6) The product is: [Br:24][CH2:20][CH2:27][C@@H:28]1[CH2:33][N:32]([C:34]([O:36][CH2:37][C:38]2[CH:39]=[CH:40][CH:41]=[CH:42][CH:43]=2)=[O:35])[CH2:31][CH2:30][N:29]1[C:44]([O:46][C:47]([CH3:48])([CH3:50])[CH3:49])=[O:45]. Given the reactants C1(P(C2C=CC=CC=2)C2C=CC=CC=2)C=CC=CC=1.[C:20]([Br:24])(Br)(Br)Br.OC[CH2:27][C@@H:28]1[CH2:33][N:32]([C:34]([O:36][CH2:37][C:38]2[CH:43]=[CH:42][CH:41]=[CH:40][CH:39]=2)=[O:35])[CH2:31][CH2:30][N:29]1[C:44]([O:46][C:47]([CH3:50])([CH3:49])[CH3:48])=[O:45].C1COCC1, predict the reaction product. (7) The product is: [F:1][C:2]1[CH:10]=[CH:9][C:8]([C:11]2[CH:16]=[CH:15][CH:14]=[C:13]([F:17])[CH:12]=2)=[CH:7][C:3]=1[C:4]([NH:24][C:25]1[C:30]([F:31])=[CH:29][CH:28]=[C:27]([OH:32])[C:26]=1[CH3:33])=[O:6]. Given the reactants [F:1][C:2]1[CH:10]=[CH:9][C:8]([C:11]2[CH:16]=[CH:15][CH:14]=[C:13]([F:17])[CH:12]=2)=[CH:7][C:3]=1[C:4]([OH:6])=O.C(Cl)(C(Cl)=O)=O.[NH2:24][C:25]1[C:26]([CH3:33])=[C:27]([OH:32])[CH:28]=[CH:29][C:30]=1[F:31].O, predict the reaction product.